This data is from Catalyst prediction with 721,799 reactions and 888 catalyst types from USPTO. The task is: Predict which catalyst facilitates the given reaction. (1) Reactant: [H-].[Na+].[NH:3]1[CH:7]=[CH:6][CH:5]=[N:4]1.Br[C:9]1[CH:14]=[CH:13][C:12]([Br:15])=[CH:11][N:10]=1. Product: [Br:15][C:12]1[CH:13]=[CH:14][C:9]([N:3]2[CH:7]=[CH:6][CH:5]=[N:4]2)=[N:10][CH:11]=1. The catalyst class is: 9. (2) Reactant: [Cl:1][C:2]1[CH:21]=[CH:20][C:19]([NH:22][CH2:23][CH2:24]Cl)=[CH:18][C:3]=1[C:4]([NH:6][CH2:7][C:8]12[CH2:17][CH:12]3[CH2:13][CH:14]([CH2:16][CH:10]([CH2:11]3)[CH2:9]1)[CH2:15]2)=[O:5].[CH3:26][N:27]1[CH:34]=[N:33][C:29]([CH2:30][CH2:31][NH2:32])=[CH:28]1.C(N(CC)C(C)C)(C)C.[I-].[K+]. Product: [Cl:1][C:2]1[CH:21]=[CH:20][C:19]([NH:22][CH2:23][CH2:24][NH:32][CH2:31][CH2:30][C:29]2[N:33]=[CH:34][N:27]([CH3:26])[CH:28]=2)=[CH:18][C:3]=1[C:4]([NH:6][CH2:7][C:8]12[CH2:15][CH:14]3[CH2:16][CH:10]([CH2:11][CH:12]([CH2:13]3)[CH2:17]1)[CH2:9]2)=[O:5]. The catalyst class is: 51. (3) Product: [Cl:16][C:17]1[C:23]([Cl:24])=[CH:22][CH:21]=[CH:20][C:18]=1[NH:19][C:2]1[N:7]=[C:6]([C:8]([F:11])([F:10])[F:9])[C:5]([C:12]([O:14][CH3:15])=[O:13])=[CH:4][N:3]=1. The catalyst class is: 12. Reactant: Cl[C:2]1[N:7]=[C:6]([C:8]([F:11])([F:10])[F:9])[C:5]([C:12]([O:14][CH3:15])=[O:13])=[CH:4][N:3]=1.[Cl:16][C:17]1[C:23]([Cl:24])=[CH:22][CH:21]=[CH:20][C:18]=1[NH2:19]. (4) Reactant: [Cl:1][C:2]1[CH:10]=[CH:9][C:8]2[NH:7][C:6]3[CH2:11][CH2:12][N:13]([CH3:15])[CH2:14][C:5]=3[C:4]=2[CH:3]=1.P([O-])([O-])([O-])=O.[K+].[K+].[K+].Br[CH:25]=[C:26]([C:28]1[CH:33]=[CH:32][C:31]([Cl:34])=[C:30]([Cl:35])[CH:29]=1)[CH3:27]. Product: [Cl:1][C:2]1[CH:10]=[CH:9][C:8]2[N:7](/[CH:25]=[C:26](/[C:28]3[CH:33]=[CH:32][C:31]([Cl:34])=[C:30]([Cl:35])[CH:29]=3)\[CH3:27])[C:6]3[CH2:11][CH2:12][N:13]([CH3:15])[CH2:14][C:5]=3[C:4]=2[CH:3]=1. The catalyst class is: 122. (5) Reactant: C1C=CC2N(O)N=NC=2C=1.CCN(C(C)C)C(C)C.[Cl:20][C:21]1[C:29]([F:30])=[CH:28][C:24]([C:25]([OH:27])=O)=[C:23]([F:31])[CH:22]=1.CCN=C=NCCCN(C)C.Cl.Cl.[C:45]1([C:63]2[CH:68]=[CH:67][CH:66]=[CH:65][CH:64]=2)[CH:50]=[CH:49][C:48]([NH:51][C:52](=[O:62])[CH2:53][C:54](=[O:61])[N:55]2[CH2:60][CH2:59][NH:58][CH2:57][CH2:56]2)=[CH:47][CH:46]=1. Product: [C:45]1([C:63]2[CH:68]=[CH:67][CH:66]=[CH:65][CH:64]=2)[CH:46]=[CH:47][C:48]([NH:51][C:52](=[O:62])[CH2:53][C:54]([N:55]2[CH2:56][CH2:57][N:58]([C:25](=[O:27])[C:24]3[CH:28]=[C:29]([F:30])[C:21]([Cl:20])=[CH:22][C:23]=3[F:31])[CH2:59][CH2:60]2)=[O:61])=[CH:49][CH:50]=1. The catalyst class is: 18. (6) Reactant: Cl[C:2]1[N:12]=[C:11]([NH:13][C:14]2[CH:19]=[CH:18][C:17]([N:20]3[CH2:25][CH2:24][N:23]([C:26]([O:28][C:29]([CH3:32])([CH3:31])[CH3:30])=[O:27])[CH2:22][CH2:21]3)=[CH:16][C:15]=2[O:33][CH3:34])[C:5]2[C:6](=[O:10])[NH:7][N:8]=[CH:9][C:4]=2[CH:3]=1.[F:35][C:36]1[CH:37]=[N:38][CH:39]=[CH:40][C:41]=1[OH:42].CN(C)CC(O)=O.C(=O)([O-])[O-].[Cs+].[Cs+]. Product: [F:35][C:36]1[CH:37]=[N:38][CH:39]=[CH:40][C:41]=1[O:42][C:2]1[N:12]=[C:11]([NH:13][C:14]2[CH:19]=[CH:18][C:17]([N:20]3[CH2:25][CH2:24][N:23]([C:26]([O:28][C:29]([CH3:32])([CH3:31])[CH3:30])=[O:27])[CH2:22][CH2:21]3)=[CH:16][C:15]=2[O:33][CH3:34])[C:5]2[C:6](=[O:10])[NH:7][N:8]=[CH:9][C:4]=2[CH:3]=1. The catalyst class is: 185. (7) Reactant: BrC1C=CC(S(O[CH2:12][C@@H:13]2[O:27][C:17]3=[C:18]4[C:23](=[CH:24][CH:25]=[C:16]3[O:15][CH2:14]2)[N:22]=[C:21]([CH3:26])[CH:20]=[CH:19]4)(=O)=O)=CC=1.[CH3:28][O:29][C:30]1[CH:35]=[CH:34][CH:33]=[CH:32][C:31]=1[N:36]1[CH2:41][CH2:40][NH:39][CH2:38][CH2:37]1. Product: [CH3:28][O:29][C:30]1[CH:35]=[CH:34][CH:33]=[CH:32][C:31]=1[N:36]1[CH2:41][CH2:40][N:39]([CH2:12][C@@H:13]2[O:27][C:17]3=[C:18]4[C:23](=[CH:24][CH:25]=[C:16]3[O:15][CH2:14]2)[N:22]=[C:21]([CH3:26])[CH:20]=[CH:19]4)[CH2:38][CH2:37]1. The catalyst class is: 16. (8) Reactant: P(Br)(Br)Br.[Cl:5][C:6]1[CH:11]=[CH:10][CH:9]=[CH:8][C:7]=1[CH2:12][C:13]([OH:15])=[O:14].[Br:16]Br.[O:18]=[C:19]([N:23]1[CH2:27][CH2:26][CH2:25][CH2:24]1)[C@H:20](O)[CH3:21].C(N(CC)CC)C.[OH-].[Na+]. Product: [Br:16][CH:12]([C:7]1[CH:8]=[CH:9][CH:10]=[CH:11][C:6]=1[Cl:5])[C:13]([O:15][C@H:20]([CH3:21])[C:19](=[O:18])[N:23]1[CH2:27][CH2:26][CH2:25][CH2:24]1)=[O:14]. The catalyst class is: 226. (9) Reactant: [Br:1][C:2]1[CH:7]=[C:6]([C:8]2[C:20]3[C:19]([CH3:21])=[C:18]([CH3:22])[S:17][C:16]=3[C:15]([Br:23])=[C:14]3[C:9]=2[CH:10]=[CH:11][CH:12]=[CH:13]3)[CH:5]=[C:4]([Br:24])[C:3]=1[OH:25].O[C@H:27]([CH2:31][CH2:32][C:33]1[CH:38]=[CH:37][CH:36]=[CH:35][CH:34]=1)[C:28]([O-:30])=[O:29].BrBr. Product: [Br:24][C:4]1[CH:5]=[C:6]([C:8]2[C:20]3[C:19]([CH3:21])=[C:18]([CH3:22])[S:17][C:16]=3[C:15]([Br:23])=[C:14]3[C:9]=2[CH:10]=[CH:11][CH:12]=[CH:13]3)[CH:7]=[C:2]([Br:1])[C:3]=1[O:25][C@@H:27]([CH2:31][CH2:32][C:33]1[CH:38]=[CH:37][CH:36]=[CH:35][CH:34]=1)[C:28]([OH:30])=[O:29]. The catalyst class is: 22.